Dataset: Reaction yield outcomes from USPTO patents with 853,638 reactions. Task: Predict the reaction yield, written as a fraction of the theoretical maximum amount of product (1.0 means a 100% yield; for example, 0.34 means a 34% yield). The reactants are C(N(CC)CC)C.[N:8]1([CH2:14][C:15]2[CH:20]=[CH:19][C:18]([NH2:21])=[CH:17][CH:16]=2)[CH2:13][CH2:12][O:11][CH2:10][CH2:9]1.[C:22](Cl)(Cl)=[S:23].[OH-].[Na+]. The catalyst is O1CCCC1. The product is [N:21]([C:18]1[CH:19]=[CH:20][C:15]([CH2:14][N:8]2[CH2:13][CH2:12][O:11][CH2:10][CH2:9]2)=[CH:16][CH:17]=1)=[C:22]=[S:23]. The yield is 0.910.